From a dataset of Peptide-MHC class I binding affinity with 185,985 pairs from IEDB/IMGT. Regression. Given a peptide amino acid sequence and an MHC pseudo amino acid sequence, predict their binding affinity value. This is MHC class I binding data. (1) The peptide sequence is AMDTHLYFE. The MHC is HLA-B51:01 with pseudo-sequence HLA-B51:01. The binding affinity (normalized) is 0.0847. (2) The peptide sequence is HTKFWISDNT. The MHC is HLA-A02:03 with pseudo-sequence HLA-A02:03. The binding affinity (normalized) is 0. (3) The peptide sequence is QFIHFYREPV. The MHC is HLA-A26:01 with pseudo-sequence HLA-A26:01. The binding affinity (normalized) is 0. (4) The peptide sequence is GPDIYKGVY. The MHC is HLA-A26:01 with pseudo-sequence HLA-A26:01. The binding affinity (normalized) is 0. (5) The peptide sequence is MPVGGQSSF. The MHC is HLA-B07:02 with pseudo-sequence HLA-B07:02. The binding affinity (normalized) is 0.468. (6) The MHC is HLA-B15:17 with pseudo-sequence HLA-B15:17. The peptide sequence is SLICGAALY. The binding affinity (normalized) is 0.462.